Dataset: Peptide-MHC class I binding affinity with 185,985 pairs from IEDB/IMGT. Task: Regression. Given a peptide amino acid sequence and an MHC pseudo amino acid sequence, predict their binding affinity value. This is MHC class I binding data. (1) The peptide sequence is VSLTNGMSVL. The MHC is H-2-Kb with pseudo-sequence H-2-Kb. The binding affinity (normalized) is 0.315. (2) The peptide sequence is SQMPPQKIM. The MHC is HLA-B27:05 with pseudo-sequence HLA-B27:05. The binding affinity (normalized) is 0.0847. (3) The peptide sequence is TFDHTLMSI. The MHC is H-2-Kb with pseudo-sequence H-2-Kb. The binding affinity (normalized) is 0.262. (4) The MHC is HLA-A24:03 with pseudo-sequence HLA-A24:03. The binding affinity (normalized) is 0.213. The peptide sequence is VHAVYDSML.